This data is from Rat liver microsome stability data. The task is: Regression/Classification. Given a drug SMILES string, predict its absorption, distribution, metabolism, or excretion properties. Task type varies by dataset: regression for continuous measurements (e.g., permeability, clearance, half-life) or binary classification for categorical outcomes (e.g., BBB penetration, CYP inhibition). Dataset: rlm. (1) The compound is Cc1c(Nc2c(C#N)cncc2C=Cc2ccc(CN3CCCCC3)cc2)ccc2[nH]ccc12. The result is 1 (stable in rat liver microsomes). (2) The compound is C[N+]1([O-])CCC2(CC1)C(=O)Nc1cc(C=C3c4ccccc4COc4cc(F)ccc43)ccc12. The result is 0 (unstable in rat liver microsomes). (3) The compound is Cc1ccc(S(=O)(=O)Nc2ccccc2C(=O)Nc2ccc(-c3ccccc3)cc2)cc1. The result is 1 (stable in rat liver microsomes).